From a dataset of Catalyst prediction with 721,799 reactions and 888 catalyst types from USPTO. Predict which catalyst facilitates the given reaction. (1) Reactant: I[C:2]1[S:6][C:5]([C:7]([O:9][CH3:10])=[O:8])=[C:4]([N:11]([C:15]([C@H:17]2[CH2:22][CH2:21][C@H:20]([CH3:23])[CH2:19][CH2:18]2)=[O:16])[CH:12]([CH3:14])[CH3:13])[CH:3]=1.[C:24](=[O:27])([O-])[O-].[Na+].[Na+].[CH3:30][N:31]([CH:33]=O)C. Product: [NH2:11][C:4]1[CH:3]=[CH:2][C:24]2[O:27][C:33]([C:22]3[CH:17]=[CH:18][C:19]([C:2]4[S:6][C:5]([C:7]([O:9][CH3:10])=[O:8])=[C:4]([N:11]([C:15]([CH:17]5[CH2:22][CH2:21][CH:20]([CH3:23])[CH2:19][CH2:18]5)=[O:16])[CH:12]([CH3:14])[CH3:13])[CH:3]=4)=[CH:20][CH:21]=3)=[N:31][C:30]=2[CH:5]=1. The catalyst class is: 73. (2) Reactant: [C:1]([CH2:3][CH2:4][C@@H:5]1[CH2:9][C@H:8]([C:10]([NH:12][NH:13][C:14]2[N:15]=[C:16]3[CH:22]=[CH:21][N:20]([S:23]([C:26]4[CH:32]=[CH:31][C:29]([CH3:30])=[CH:28][CH:27]=4)(=[O:25])=[O:24])[C:17]3=[N:18][CH:19]=2)=O)[C@H:7]([CH2:33][CH3:34])[CH2:6]1)#[N:2].S(Cl)(Cl)=O.O. Product: [CH2:33]([C@H:7]1[C@@H:8]([C:10]2[N:15]3[C:16]4[CH:22]=[CH:21][N:20]([S:23]([C:26]5[CH:32]=[CH:31][C:29]([CH3:30])=[CH:28][CH:27]=5)(=[O:25])=[O:24])[C:17]=4[N:18]=[CH:19][C:14]3=[N:13][N:12]=2)[CH2:9][C@@H:5]([CH2:4][CH2:3][C:1]#[N:2])[CH2:6]1)[CH3:34]. The catalyst class is: 1. (3) Reactant: Cl[C:2]1[C:3]2[C:10]3[CH2:11][CH2:12][CH:13]([C:15]([O:17][CH2:18][CH3:19])=[O:16])[CH2:14][C:9]=3[S:8][C:4]=2[N:5]=[CH:6][N:7]=1.[NH2:20][C:21]1[CH:22]=[C:23]2[C:27](=[CH:28][C:29]=1[F:30])[NH:26][N:25]=[CH:24]2.Cl.O1CCOCC1. Product: [F:30][C:29]1[CH:28]=[C:27]2[C:23]([CH:24]=[N:25][NH:26]2)=[CH:22][C:21]=1[NH:20][C:2]1[C:3]2[C:10]3[CH2:11][CH2:12][CH:13]([C:15]([O:17][CH2:18][CH3:19])=[O:16])[CH2:14][C:9]=3[S:8][C:4]=2[N:5]=[CH:6][N:7]=1. The catalyst class is: 40. (4) Reactant: [F:1][C:2]1[C:3]([OH:12])=[C:4]([C:9](=O)[CH3:10])[CH:5]=[C:6]([F:8])[CH:7]=1.C(=O)([O-])[O-].[K+].[K+].Br[CH2:20][C:21]([CH:23]1[CH2:28][CH2:27][CH2:26][CH2:25][CH2:24]1)=[O:22]. Product: [CH:23]1([C:21]([C:20]2[O:12][C:3]3[C:2]([F:1])=[CH:7][C:6]([F:8])=[CH:5][C:4]=3[C:9]=2[CH3:10])=[O:22])[CH2:28][CH2:27][CH2:26][CH2:25][CH2:24]1. The catalyst class is: 9.